From a dataset of Catalyst prediction with 721,799 reactions and 888 catalyst types from USPTO. Predict which catalyst facilitates the given reaction. (1) Reactant: [CH2:1]([Li])CCC.[C:6]([Si:10]([CH3:22])([CH3:21])[O:11][CH2:12][C:13]([C:15]1[CH:20]=[CH:19][CH:18]=[CH:17][CH:16]=1)=O)([CH3:9])([CH3:8])[CH3:7]. Product: [C:6]([Si:10]([CH3:22])([CH3:21])[O:11][CH2:12][C:13]([C:15]1[CH:20]=[CH:19][CH:18]=[CH:17][CH:16]=1)=[CH2:1])([CH3:9])([CH3:8])[CH3:7]. The catalyst class is: 597. (2) Reactant: N(C(OC(C)(C)C)=O)=NC(OC(C)(C)C)=O.[Cl:17][C:18]1[CH:39]=[CH:38][CH:37]=[C:36]([Cl:40])[C:19]=1[C:20]([NH:22][C@H:23]([C:32]([O:34][CH3:35])=[O:33])[CH2:24][C:25]1[CH:30]=[CH:29][C:28]([OH:31])=[CH:27][CH:26]=1)=[O:21].C1(P(C2C=CC=CC=2)C2C=CC=CC=2)C=CC=CC=1.O[CH:61]1[CH2:66][CH2:65][N:64]([C:67]2[CH:72]=[CH:71][CH:70]=[CH:69][CH:68]=2)[CH2:63][CH2:62]1. Product: [Cl:17][C:18]1[CH:39]=[CH:38][CH:37]=[C:36]([Cl:40])[C:19]=1[C:20]([NH:22][C@H:23]([C:32]([O:34][CH3:35])=[O:33])[CH2:24][C:25]1[CH:26]=[CH:27][C:28]([O:31][CH:61]2[CH2:66][CH2:65][N:64]([C:67]3[CH:72]=[CH:71][CH:70]=[CH:69][CH:68]=3)[CH2:63][CH2:62]2)=[CH:29][CH:30]=1)=[O:21]. The catalyst class is: 2. (3) Reactant: [Cl:1][C:2]1[CH:3]=[C:4]([CH:9]=[CH:10][N:11]=1)[C:5](OC)=[O:6].[OH-].[NH4+:13]. Product: [Cl:1][C:2]1[CH:3]=[C:4]([CH:9]=[CH:10][N:11]=1)[C:5]([NH2:13])=[O:6]. The catalyst class is: 72. (4) Reactant: O[CH:2]([CH2:12][C:13]1[CH:18]=[CH:17][CH:16]=[CH:15][CH:14]=1)[CH2:3][NH:4][C:5](=[O:11])[O:6][C:7]([CH3:10])([CH3:9])[CH3:8].C1C=CC(P(C2C=CC=CC=2)C2C=CC=CC=2)=CC=1.[C:38]1(=[O:48])[NH:42][C:41](=[O:43])[C:40]2=[CH:44][CH:45]=[CH:46][CH:47]=[C:39]12.CCOC(/N=N/C(OCC)=O)=O. Product: [O:43]=[C:41]1[C:40]2[C:39](=[CH:47][CH:46]=[CH:45][CH:44]=2)[C:38](=[O:48])[N:42]1[CH:2]([CH2:12][C:13]1[CH:18]=[CH:17][CH:16]=[CH:15][CH:14]=1)[CH2:3][NH:4][C:5](=[O:11])[O:6][C:7]([CH3:10])([CH3:9])[CH3:8]. The catalyst class is: 1. (5) Reactant: [O:1]=[C:2]1[C:10]2[C:5](=[CH:6][CH:7]=[CH:8][CH:9]=2)[C:4](=[S:11])[N:3]1[CH:12]([CH2:17][CH2:18][C:19]([O:21]C)=O)[C:13](OC)=[O:14].FC(F)(F)C([NH2:27])=O.ON1C2C=CC=CC=2N=N1.Cl.CN(C)CCCN=C=NCC.C(N(CC)CC)C. Product: [S:11]=[C:4]1[C:5]2[C:10](=[CH:9][CH:8]=[CH:7][CH:6]=2)[C:2](=[O:1])[N:3]1[CH:12]1[CH2:17][CH2:18][C:19](=[O:21])[NH:27][C:13]1=[O:14]. The catalyst class is: 34. (6) Reactant: [F:1][C:2]([F:33])([F:32])[C:3]1[CH:8]=[CH:7][CH:6]=[CH:5][C:4]=1[S:9]([NH:12][C:13]1[C:14]([N:19]2[CH2:24][CH2:23][N:22](C(OC(C)(C)C)=O)[CH2:21][CH2:20]2)=[N:15][CH:16]=[CH:17][N:18]=1)(=[O:11])=[O:10].FC(F)(F)C(O)=O. Product: [N:19]1([C:14]2[C:13]([NH:12][S:9]([C:4]3[CH:5]=[CH:6][CH:7]=[CH:8][C:3]=3[C:2]([F:33])([F:32])[F:1])(=[O:11])=[O:10])=[N:18][CH:17]=[CH:16][N:15]=2)[CH2:24][CH2:23][NH:22][CH2:21][CH2:20]1. The catalyst class is: 4.